Dataset: Reaction yield outcomes from USPTO patents with 853,638 reactions. Task: Predict the reaction yield, written as a fraction of the theoretical maximum amount of product (1.0 means a 100% yield; for example, 0.34 means a 34% yield). The reactants are [OH:1][C:2]1[CH:6]=[CH:5][S:4][C:3]=1[C:7]([O:9][CH3:10])=[O:8].S(Cl)([Cl:14])(=O)=O.ClCCl. The catalyst is C(Cl)(Cl)Cl. The product is [Cl:14][C:3]1([C:7]([O:9][CH3:10])=[O:8])[C:2](=[O:1])[CH:6]=[CH:5][S:4]1. The yield is 0.760.